Dataset: Forward reaction prediction with 1.9M reactions from USPTO patents (1976-2016). Task: Predict the product of the given reaction. (1) The product is: [F:11][C:8]1[CH:9]=[N:10][C:2]([NH:25][C:21]2[CH:22]=[CH:23][CH:24]=[C:19]([I:18])[CH:20]=2)=[C:3]([CH:7]=1)[C:4]([OH:6])=[O:5]. Given the reactants Cl[C:2]1[N:10]=[CH:9][C:8]([F:11])=[CH:7][C:3]=1[C:4]([OH:6])=[O:5].C(=O)([O-])[O-].[K+].[K+].[I:18][C:19]1[CH:20]=[C:21]([NH2:25])[CH:22]=[CH:23][CH:24]=1.Cl, predict the reaction product. (2) Given the reactants [NH2:1][C:2]1[CH:10]=[CH:9][CH:8]=[C:7]([F:11])[C:3]=1[C:4]([OH:6])=O.[NH2:12][CH2:13][CH2:14][CH2:15][C@H:16]1[O:20][C:19](=[O:21])[N:18]([C:22]2[CH:23]=[CH:24][C:25]3[S:30][CH2:29][C:28](=[O:31])[NH:27][C:26]=3[CH:32]=2)[CH2:17]1, predict the reaction product. The product is: [NH2:1][C:2]1[CH:10]=[CH:9][CH:8]=[C:7]([F:11])[C:3]=1[C:4]([NH:12][CH2:13][CH2:14][CH2:15][C@H:16]1[O:20][C:19](=[O:21])[N:18]([C:22]2[CH:23]=[CH:24][C:25]3[S:30][CH2:29][C:28](=[O:31])[NH:27][C:26]=3[CH:32]=2)[CH2:17]1)=[O:6]. (3) The product is: [CH3:19][N:16]([CH3:20])[C:15]1[C:14]([C:13]2([C:25]([F:28])([F:26])[F:27])[CH2:17][CH2:18][C:10](=[O:9])[CH:11]=[CH:12]2)=[N:24][CH:23]=[CH:22][CH:21]=1. Given the reactants [Cl-].[Si]([O:9][C:10]1[CH2:11][CH2:12][C:13]2([C:25]([F:28])([F:27])[F:26])[CH:17]([CH:18]=1)[N+:16]([CH3:20])([CH3:19])[C:15]1[CH:21]=[CH:22][CH:23]=[N:24][C:14]2=1)(C(C)(C)C)(C)C.Cl, predict the reaction product. (4) Given the reactants C(OC([NH:11][CH:12]1[N:18]=[C:17]([C:19]2[CH:24]=[CH:23][CH:22]=[CH:21][CH:20]=2)[C:16]2[CH:25]=[CH:26][CH:27]=[CH:28][C:15]=2[N:14]([CH2:29][CH2:30][CH2:31][C:32]([F:35])([F:34])[F:33])[C:13]1=[O:36])=O)C1C=CC=CC=1, predict the reaction product. The product is: [NH2:11][CH:12]1[N:18]=[C:17]([C:19]2[CH:20]=[CH:21][CH:22]=[CH:23][CH:24]=2)[C:16]2[CH:25]=[CH:26][CH:27]=[CH:28][C:15]=2[N:14]([CH2:29][CH2:30][CH2:31][C:32]([F:34])([F:33])[F:35])[C:13]1=[O:36]. (5) Given the reactants CON(C)[C:4]([C:6]1([NH:9][C:10](=[O:19])[O:11][CH2:12][C:13]2[CH:18]=[CH:17][CH:16]=[CH:15][CH:14]=2)[CH2:8][CH2:7]1)=[O:5].[H-].[H-].[H-].[H-].[Li+].[Al+3], predict the reaction product. The product is: [CH:4]([C:6]1([NH:9][C:10](=[O:19])[O:11][CH2:12][C:13]2[CH:18]=[CH:17][CH:16]=[CH:15][CH:14]=2)[CH2:7][CH2:8]1)=[O:5]. (6) Given the reactants [NH2:1][CH2:2][CH2:3][NH:4][S:5]([C:8]1[CH:13]=[CH:12][CH:11]=[C:10]([CH:14]2[C:23]3[C:18](=[C:19]([Cl:25])[CH:20]=[C:21]([Cl:24])[CH:22]=3)[CH2:17][N:16]([CH3:26])[CH2:15]2)[CH:9]=1)(=[O:7])=[O:6].[OH:27][CH:28]([CH:39]([OH:50])[C:40]([O:42]N1C(=O)CCC1=O)=O)[C:29]([O:31]N1C(=O)CCC1=O)=O.[CH2:51]([N:53]([CH2:56][CH3:57])[CH2:54][CH3:55])C, predict the reaction product. The product is: [Cl:24][C:21]1[CH:22]=[C:23]2[C:18](=[C:19]([Cl:25])[CH:20]=1)[CH2:17][N:16]([CH3:26])[CH2:15][CH:14]2[C:10]1[CH:9]=[C:8]([S:5]([NH:4][CH2:3][CH2:2][NH:1][C:29](=[O:31])[CH:28]([OH:27])[CH:39]([OH:50])[C:40]([NH:1][CH2:2][CH2:3][NH:4][S:5]([C:8]2[CH:13]=[CH:12][CH:11]=[C:10]([CH:55]3[C:23]4[C:57](=[C:19]([Cl:25])[CH:20]=[C:21]([Cl:24])[CH:22]=4)[CH2:56][N:53]([CH3:51])[CH2:54]3)[CH:9]=2)(=[O:6])=[O:7])=[O:42])(=[O:7])=[O:6])[CH:13]=[CH:12][CH:11]=1. (7) The product is: [CH2:1]([O:3][C:4]([C@@:6]12[CH2:24][C@H:23]1[CH:22]=[CH:21][CH2:20][CH2:19][CH2:18][CH2:17][CH2:16][C@H:15]([NH:25][C:26]([O:28][CH:29]1[CH2:33][CH2:32][CH2:31][CH2:30]1)=[O:27])[C:14](=[O:34])[N:13]1[C@@H:9]([CH2:10][C@@H:11]([O:35][C:36]3[C:45]4[C:40](=[CH:41][C:42]([O:46][CH3:47])=[CH:43][CH:44]=4)[N:39]=[C:38]([C:48]4[N:49]=[C:50]([N:53]([C:66]([O:68][C:69]([CH3:72])([CH3:71])[CH3:70])=[O:65])[CH:54]([CH3:56])[CH3:55])[S:51][CH:52]=4)[CH:37]=3)[CH2:12]1)[C:8](=[O:57])[NH:7]2)=[O:5])[CH3:2]. Given the reactants [CH2:1]([O:3][C:4]([C@@:6]12[CH2:24][C@H:23]1[CH:22]=[CH:21][CH2:20][CH2:19][CH2:18][CH2:17][CH2:16][C@H:15]([NH:25][C:26]([O:28][CH:29]1[CH2:33][CH2:32][CH2:31][CH2:30]1)=[O:27])[C:14](=[O:34])[N:13]1[C@@H:9]([CH2:10][C@@H:11]([O:35][C:36]3[C:45]4[C:40](=[CH:41][C:42]([O:46][CH3:47])=[CH:43][CH:44]=4)[N:39]=[C:38]([C:48]4[N:49]=[C:50]([NH:53][CH:54]([CH3:56])[CH3:55])[S:51][CH:52]=4)[CH:37]=3)[CH2:12]1)[C:8](=[O:57])[NH:7]2)=[O:5])[CH3:2].CCN(CC)CC.[O:65](C(OC(C)(C)C)=O)[C:66]([O:68][C:69]([CH3:72])([CH3:71])[CH3:70])=O, predict the reaction product.